This data is from Reaction yield outcomes from USPTO patents with 853,638 reactions. The task is: Predict the reaction yield, written as a fraction of the theoretical maximum amount of product (1.0 means a 100% yield; for example, 0.34 means a 34% yield). (1) The catalyst is C1(C)C=CC=CC=1. The reactants are [F:1][CH:2]([F:11])[C:3](=[O:10])[CH2:4][C:5]([O:7][CH2:8][CH3:9])=[O:6].[BH4-].[Na+]. The product is [F:1][CH:2]([F:11])[CH:3]([OH:10])[CH2:4][C:5]([O:7][CH2:8][CH3:9])=[O:6]. The yield is 0.840. (2) The reactants are [C:1]([C:3]1[CH:8]=[CH:7][N:6]2[CH:9]=[CH:10][N:11]=[C:5]2[CH:4]=1)#[CH:2].C[Si]([N:16]=[N+:17]=[N-:18])(C)C.CN(C=O)C. The catalyst is [Cu]I.CO. The product is [NH:16]1[CH:2]=[C:1]([C:3]2[CH:8]=[CH:7][N:6]3[CH:9]=[CH:10][N:11]=[C:5]3[CH:4]=2)[N:18]=[N:17]1. The yield is 0.570. (3) The reactants are [CH:1]1([N:4]2[C:12]3[CH:11]=[CH:10][N:9]=[CH:8][C:7]=3[N:6]([CH2:13][C:14]3[N:15]([CH2:28][CH2:29][CH:30]([CH3:32])[CH3:31])[C:16]4[C:21]([C:22]=3[C:23]([O:25]CC)=[O:24])=[CH:20][CH:19]=[CH:18][CH:17]=4)[C:5]2=[O:33])[CH2:3][CH2:2]1.[OH-].[Li+].Cl. The catalyst is C1COCC1.O. The product is [CH:1]1([N:4]2[C:12]3[CH:11]=[CH:10][N:9]=[CH:8][C:7]=3[N:6]([CH2:13][C:14]3[N:15]([CH2:28][CH2:29][CH:30]([CH3:31])[CH3:32])[C:16]4[C:21]([C:22]=3[C:23]([OH:25])=[O:24])=[CH:20][CH:19]=[CH:18][CH:17]=4)[C:5]2=[O:33])[CH2:3][CH2:2]1. The yield is 0.940. (4) The reactants are Cl[C:2]1[N:7]=[C:6]([CH3:8])[N:5]=[C:4]([NH2:9])[CH:3]=1.[F:10][C:11]1[C:16](B(O)O)=[CH:15][CH:14]=[CH:13][N:12]=1.ClCCl.C([O-])([O-])=O.[Na+].[Na+]. The catalyst is O1CCOCC1.O. The product is [F:10][C:11]1[C:16]([C:2]2[N:7]=[C:6]([CH3:8])[N:5]=[C:4]([NH2:9])[CH:3]=2)=[CH:15][CH:14]=[CH:13][N:12]=1. The yield is 0.240. (5) The reactants are [F:1][C:2]([F:36])([F:35])[C:3]1[CH:4]=[C:5]([C@@H:13]2[O:17][C:16](=[O:18])[N:15]([CH2:19][C:20]3[C:25]([NH:26][CH:27]4[CH2:32][CH2:31][CH2:30][CH2:29][CH2:28]4)=[N:24][CH:23]=[C:22](Br)[N:21]=3)[C@H:14]2[CH3:34])[CH:6]=[C:7]([C:9]([F:12])([F:11])[F:10])[CH:8]=1.[CH3:37][C:38]1[C:42](B2OC(C)(C)C(C)(C)O2)=[C:41]([CH3:52])[O:40][N:39]=1. The product is [F:1][C:2]([F:36])([F:35])[C:3]1[CH:4]=[C:5]([C@H:13]2[O:17][C:16](=[O:18])[N:15]([CH2:19][C:20]3[C:25]([NH:26][CH:27]4[CH2:32][CH2:31][CH2:30][CH2:29][CH2:28]4)=[N:24][CH:23]=[C:22]([C:42]4[C:38]([CH3:37])=[N:39][O:40][C:41]=4[CH3:52])[N:21]=3)[C@H:14]2[CH3:34])[CH:6]=[C:7]([C:9]([F:12])([F:11])[F:10])[CH:8]=1. No catalyst specified. The yield is 0.720. (6) The reactants are [CH3:1][N:2]1[C:6]2=[N:7][CH:8]=[C:9]([N+:11]([O-])=O)[CH:10]=[C:5]2[C:4]([C:14]2[CH2:19][CH2:18][N:17]([C:20]([O:22][C:23]([CH3:26])([CH3:25])[CH3:24])=[O:21])[CH2:16][CH:15]=2)=[CH:3]1.C([O-])=O.[NH4+]. The catalyst is CCO.[Pd]. The product is [NH2:11][C:9]1[CH:10]=[C:5]2[C:4]([CH:14]3[CH2:15][CH2:16][N:17]([C:20]([O:22][C:23]([CH3:25])([CH3:24])[CH3:26])=[O:21])[CH2:18][CH2:19]3)=[CH:3][N:2]([CH3:1])[C:6]2=[N:7][CH:8]=1. The yield is 0.820. (7) The reactants are C(O)(C(F)(F)F)=O.[CH2:8]([C:10]1([C:23]([O:25][CH3:26])=[O:24])[CH2:15][CH2:14][N:13]([C:16](OC(C)(C)C)=O)[CH2:12][CH2:11]1)[CH3:9].C(=O)([O-])[O-].[Na+].[Na+].ClC1[N:39]=[CH:38][C:37]([B:40]([OH:42])[OH:41])=[CH:36][N:35]=1. The catalyst is O1CCOCC1.C(O)C. The product is [CH2:8]([C:10]1([C:23]([O:25][CH3:26])=[O:24])[CH2:11][CH2:12][N:13]([C:16]2[N:39]=[CH:38][C:37]([B:40]([OH:42])[OH:41])=[CH:36][N:35]=2)[CH2:14][CH2:15]1)[CH3:9]. The yield is 0.600.